Dataset: Forward reaction prediction with 1.9M reactions from USPTO patents (1976-2016). Task: Predict the product of the given reaction. (1) Given the reactants [CH2:1]([O:3][C:4]([C:6]1[NH:10][C:9]2[C:11]([Br:14])=[CH:12][S:13][C:8]=2[CH:7]=1)=[O:5])[CH3:2].Br[CH2:16][C:17]1[CH:22]=[C:21]([C:23]([F:26])([F:25])[F:24])[CH:20]=[C:19]([C:27]([F:30])([F:29])[F:28])[CH:18]=1, predict the reaction product. The product is: [CH2:1]([O:3][C:4]([C:6]1[N:10]([CH2:16][C:17]2[CH:18]=[C:19]([C:27]([F:29])([F:30])[F:28])[CH:20]=[C:21]([C:23]([F:24])([F:25])[F:26])[CH:22]=2)[C:9]2[C:11]([Br:14])=[CH:12][S:13][C:8]=2[CH:7]=1)=[O:5])[CH3:2]. (2) Given the reactants [NH2:1][CH2:2][CH:3]([CH3:7])[CH:4]([OH:6])[CH3:5].[C:8](O[C:8]([O:10][C:11]([CH3:14])([CH3:13])[CH3:12])=[O:9])([O:10][C:11]([CH3:14])([CH3:13])[CH3:12])=[O:9], predict the reaction product. The product is: [OH:6][CH:4]([CH3:5])[CH:3]([CH3:7])[CH2:2][NH:1][C:8](=[O:9])[O:10][C:11]([CH3:14])([CH3:13])[CH3:12]. (3) Given the reactants [C:1]([O:5][C:6]([NH:8][CH:9]([C:15]([O:17][CH2:18][CH3:19])=[O:16])[C:10]([O:12][CH2:13][CH3:14])=[O:11])=[O:7])([CH3:4])([CH3:3])[CH3:2].CC(C)([O-])C.[Na+].Br[CH2:27][CH2:28][O:29][CH:30]1[CH2:35][CH2:34][CH2:33][CH2:32][O:31]1, predict the reaction product. The product is: [CH2:18]([O:17][C:15](=[O:16])[C:9]([NH:8][C:6]([O:5][C:1]([CH3:4])([CH3:2])[CH3:3])=[O:7])([CH2:27][CH2:28][O:29][CH:30]1[CH2:35][CH2:34][CH2:33][CH2:32][O:31]1)[C:10]([O:12][CH2:13][CH3:14])=[O:11])[CH3:19]. (4) Given the reactants [F:1][C:2]1[CH:7]=[CH:6][C:5]([CH2:8][C:9]([NH:11][CH:12]2[CH2:17][CH2:16][NH:15][CH2:14][CH2:13]2)=[O:10])=[CH:4][CH:3]=1.CCN(C(C)C)C(C)C.S(O[C@@H:38]([CH3:43])[C:39]([O:41][CH3:42])=[O:40])(C1C=CC(C)=CC=1)(=O)=O, predict the reaction product. The product is: [F:1][C:2]1[CH:7]=[CH:6][C:5]([CH2:8][C:9]([NH:11][CH:12]2[CH2:17][CH2:16][N:15]([C@H:38]([CH3:43])[C:39]([O:41][CH3:42])=[O:40])[CH2:14][CH2:13]2)=[O:10])=[CH:4][CH:3]=1. (5) Given the reactants [NH2:1][C:2]1[C:7]([NH:8][C:9](=O)[C:10]2[CH:15]=[CH:14][C:13]([O:16][C:17]3[CH:22]=[CH:21][C:20]([F:23])=[CH:19][CH:18]=3)=[C:12]([C:24]#[N:25])[CH:11]=2)=[CH:6][N:5]=[CH:4][N:3]=1, predict the reaction product. The product is: [C:24]([C:12]1[CH:11]=[C:10]([C:9]2[NH:1][C:2]3[C:7]([N:8]=2)=[CH:6][N:5]=[CH:4][N:3]=3)[CH:15]=[CH:14][C:13]=1[O:16][C:17]1[CH:22]=[CH:21][C:20]([F:23])=[CH:19][CH:18]=1)#[N:25]. (6) Given the reactants CC(C)([O-])C.[K+].[CH3:7][O:8][C:9]1[CH:22]=[CH:21][C:12]([CH2:13][NH:14][C:15]2[CH:20]=[CH:19][CH:18]=[CH:17][CH:16]=2)=[CH:11][CH:10]=1.Br[C:24]1[C:25]2[N:26]([CH:31]=[CH:32][N:33]=2)[N:27]=[C:28]([Cl:30])[CH:29]=1, predict the reaction product. The product is: [Cl:30][C:28]1[CH:29]=[C:24]([N:14]([CH2:13][C:12]2[CH:21]=[CH:22][C:9]([O:8][CH3:7])=[CH:10][CH:11]=2)[C:15]2[CH:20]=[CH:19][CH:18]=[CH:17][CH:16]=2)[C:25]2[N:26]([CH:31]=[CH:32][N:33]=2)[N:27]=1. (7) Given the reactants [CH2:1]([C@H:4]1[C:7](=[O:8])[N:6]([Si:9]([C:12]([CH3:15])([CH3:14])[CH3:13])([CH3:11])[CH3:10])[C@@H:5]1[C:16]([OH:18])=[O:17])[CH:2]=[CH2:3].CCN=C=NCCCN(C)C.Cl.[CH3:31][O:32][C:33]1[CH:40]=[CH:39][C:36]([CH2:37]O)=[CH:35][CH:34]=1, predict the reaction product. The product is: [CH3:31][O:32][C:33]1[CH:40]=[CH:39][C:36]([CH2:37][O:17][C:16]([C@@H:5]2[C@@H:4]([CH2:1][CH:2]=[CH2:3])[C:7](=[O:8])[N:6]2[Si:9]([C:12]([CH3:13])([CH3:14])[CH3:15])([CH3:10])[CH3:11])=[O:18])=[CH:35][CH:34]=1. (8) The product is: [Cl:97][C:20]1[CH:21]=[C:22]([N:30]([C@H:31]2[CH2:32][CH2:33][C@H:54]([N:56]([CH3:59])[CH3:57])[CH2:35][CH2:36]2)[CH2:37][CH3:38])[C:23]([CH3:29])=[C:24]([CH:28]=1)[C:25]([NH:53][CH2:52][C:51]1[C:41]([O:40][CH3:39])=[N:42][N:43]2[C:48]([CH3:49])=[CH:47][C:46]([CH3:50])=[N:45][C:44]=12)=[O:27]. Given the reactants C(OC(N1CCN(C2N=CC([C:20]3[CH:21]=[C:22]([N:30]([CH2:37][CH3:38])[CH:31]4[CH2:36][CH2:35]O[CH2:33][CH2:32]4)[C:23]([CH3:29])=[C:24]([CH:28]=3)[C:25]([OH:27])=O)=CC=2)CC1)=O)(C)(C)C.[CH3:39][O:40][C:41]1[C:51]([CH2:52][NH2:53])=[C:44]2[N:45]=[C:46]([CH3:50])[CH:47]=[C:48]([CH3:49])[N:43]2[N:42]=1.[CH2:54]([N:56]([CH2:59]C)[CH2:57]C)C.C1CN([P+](ON2N=NC3C=CC=CC2=3)(N2CCCC2)N2CCCC2)CC1.F[P-](F)(F)(F)(F)F.CO.C(Cl)[Cl:97], predict the reaction product. (9) The product is: [Cl:8][C:6]1[CH:5]=[CH:4][C:3]2[S:9][C:18]3[C:17]4[N:16]=[CH:15][N:14]=[CH:13][C:12]=4[C:11]([CH3:22])([CH3:10])[C:20](=[O:25])[C:19]=3[NH:1][C:2]=2[CH:7]=1. Given the reactants [NH2:1][C:2]1[CH:7]=[C:6]([Cl:8])[CH:5]=[CH:4][C:3]=1[SH:9].[CH3:10][C:11]1([CH3:22])[CH2:20][C:19](=O)[CH2:18][C:17]2[N:16]=[CH:15][N:14]=[CH:13][C:12]1=2.C([OH:25])C, predict the reaction product. (10) Given the reactants [CH3:1][O:2][C:3]([C:5]1[S:6][C:7]([C:27]#[C:28][C:29]([CH3:32])([CH3:31])[CH3:30])=[CH:8][C:9]=1[N:10]([C:18]([CH:20]1[CH2:25][CH2:24][CH:23]([CH3:26])[CH2:22][CH2:21]1)=[O:19])[NH:11][C:12](=[O:17])[C:13]([F:16])([F:15])[F:14])=[O:4].[CH3:33]I, predict the reaction product. The product is: [CH3:1][O:2][C:3]([C:5]1[S:6][C:7]([C:27]#[C:28][C:29]([CH3:31])([CH3:30])[CH3:32])=[CH:8][C:9]=1[N:10]([C:18]([CH:20]1[CH2:21][CH2:22][CH:23]([CH3:26])[CH2:24][CH2:25]1)=[O:19])[N:11]([CH3:33])[C:12](=[O:17])[C:13]([F:16])([F:14])[F:15])=[O:4].